This data is from Full USPTO retrosynthesis dataset with 1.9M reactions from patents (1976-2016). The task is: Predict the reactants needed to synthesize the given product. (1) Given the product [CH2:25]1[O:26][C:19]2[C:20](=[CH:21][C:22]3[CH:23]=[C:10]([CH2:9][N:5]4[CH2:6][CH2:7][CH2:8][C@H:4]4[C:3]([OH:29])=[O:2])[C:11]4[C:16]([C:17]=3[CH:18]=2)=[CH:15][C:14]([O:27][CH3:28])=[CH:13][CH:12]=4)[O:24]1, predict the reactants needed to synthesize it. The reactants are: C[O:2][C:3](=[O:29])[C@@H:4]1[CH2:8][CH2:7][CH2:6][N:5]1[CH2:9][C:10]1[C:11]2[C:16]([C:17]3[CH:18]=[C:19]4[O:26][CH2:25][O:24][C:20]4=[CH:21][C:22]=3[CH:23]=1)=[CH:15][C:14]([O:27][CH3:28])=[CH:13][CH:12]=2.N. (2) Given the product [O:25]=[C:9]1[N:10]([CH2:17][C:18]([O:20][C:21]([CH3:24])([CH3:23])[CH3:22])=[O:19])[C:11]2[CH:16]=[CH:15][CH:14]=[CH:13][C:12]=2[N:8]1[C:4]1[CH:3]=[CH:2][N:7]=[CH:6][N:5]=1, predict the reactants needed to synthesize it. The reactants are: Cl[C:2]1[N:7]=[CH:6][N:5]=[C:4]([N:8]2[C:12]3[CH:13]=[CH:14][CH:15]=[CH:16][C:11]=3[N:10]([CH2:17][C:18]([O:20][C:21]([CH3:24])([CH3:23])[CH3:22])=[O:19])[C:9]2=[O:25])[CH:3]=1.C(N(CC)CC)C. (3) Given the product [CH3:30][C:31]1([CH3:37])[CH2:35][CH2:34][CH2:33][CH:32]1[NH:36][C:2]1[CH:7]=[CH:6][C:5]([S:8]([NH:11][C:12]([C:14]2[CH:19]=[CH:18][C:17]([C:20]3[CH:25]=[CH:24][C:23]([F:26])=[CH:22][CH:21]=3)=[CH:16][CH:15]=2)=[O:13])(=[O:10])=[O:9])=[CH:4][C:3]=1[N+:27]([O-:29])=[O:28], predict the reactants needed to synthesize it. The reactants are: Cl[C:2]1[CH:7]=[CH:6][C:5]([S:8]([NH:11][C:12]([C:14]2[CH:19]=[CH:18][C:17]([C:20]3[CH:25]=[CH:24][C:23]([F:26])=[CH:22][CH:21]=3)=[CH:16][CH:15]=2)=[O:13])(=[O:10])=[O:9])=[CH:4][C:3]=1[N+:27]([O-:29])=[O:28].[CH3:30][C:31]1([CH3:37])[CH2:35][CH2:34][CH2:33][CH:32]1[NH2:36]. (4) Given the product [F:15][C:12]1[CH:13]=[CH:14][C:2](/[CH:53]=[CH:52]/[C:51]([N:48]2[CH2:47][CH2:46][CH:45]([CH2:44][C:42]3[O:43][C:39]([CH3:38])=[N:40][N:41]=3)[CH2:50][CH2:49]2)=[O:54])=[C:3]([CH2:4][N:5]2[N:9]=[N:8][C:7]([CH3:10])=[N:6]2)[CH:11]=1, predict the reactants needed to synthesize it. The reactants are: Br[C:2]1[CH:14]=[CH:13][C:12]([F:15])=[CH:11][C:3]=1[CH2:4][N:5]1[N:9]=[N:8][C:7]([CH3:10])=[N:6]1.C1(C)C=CC=CC=1P(C1C=CC=CC=1C)C1C=CC=CC=1C.[CH3:38][C:39]1[O:43][C:42]([CH2:44][CH:45]2[CH2:50][CH2:49][N:48]([C:51](=[O:54])[CH:52]=[CH2:53])[CH2:47][CH2:46]2)=[N:41][N:40]=1.C(N(CC)CC)C. (5) Given the product [C:1]([C:3]1[CH:4]=[CH:5][C:6]([OH:31])=[C:7]([S:9]([NH:12][CH2:13][CH2:14][C:15]2[CH:27]=[CH:26][C:25]([CH:28]([CH3:30])[CH3:29])=[CH:24][C:16]=2[O:17][CH2:18][C:19]([O:21][CH2:22][CH3:23])=[O:20])(=[O:10])=[O:11])[CH:8]=1)#[N:2], predict the reactants needed to synthesize it. The reactants are: [C:1]([C:3]1[CH:4]=[CH:5][C:6]([O:31]C)=[C:7]([S:9]([NH:12][CH2:13][CH2:14][C:15]2[CH:27]=[CH:26][C:25]([CH:28]([CH3:30])[CH3:29])=[CH:24][C:16]=2[O:17][CH2:18][C:19]([O:21][CH2:22][CH3:23])=[O:20])(=[O:11])=[O:10])[CH:8]=1)#[N:2].[Cl-].[Li+]. (6) Given the product [C:20]([NH:23][CH2:24][CH2:25][NH:26][S:16]([C:14]1[S:15][C:11]([C:7]2[S:6][C:5]([NH:4][C:1](=[O:3])[CH3:2])=[N:9][C:8]=2[CH3:10])=[CH:12][CH:13]=1)(=[O:18])=[O:17])(=[O:22])[CH3:21], predict the reactants needed to synthesize it. The reactants are: [C:1]([NH:4][C:5]1[S:6][C:7]([C:11]2[S:15][C:14]([S:16](Cl)(=[O:18])=[O:17])=[CH:13][CH:12]=2)=[C:8]([CH3:10])[N:9]=1)(=[O:3])[CH3:2].[C:20]([NH:23][CH2:24][CH2:25][NH2:26])(=[O:22])[CH3:21].CCN(C(C)C)C(C)C.